From a dataset of Forward reaction prediction with 1.9M reactions from USPTO patents (1976-2016). Predict the product of the given reaction. (1) Given the reactants [Br:1][C:2]1[CH:3]=[C:4]2[C:9](=[CH:10][CH:11]=1)[O:8][CH:7]([C:12]1[CH:17]=[CH:16][N:15]=[CH:14][CH:13]=1)[CH2:6][C:5]2=O.C[Si]([N:23]=[C:24]=[N:25][Si](C)(C)C)(C)C, predict the reaction product. The product is: [Br:1][C:2]1[CH:3]=[C:4]2[C:9](=[CH:10][CH:11]=1)[O:8][CH:7]([C:12]1[CH:17]=[CH:16][N:15]=[CH:14][CH:13]=1)[CH2:6]/[C:5]/2=[N:25]\[C:24]#[N:23]. (2) Given the reactants [F:1][C:2]1[CH:7]=[CH:6][C:5]([C:8]2[N:12]([C:13]3[CH:18]=[CH:17][CH:16]=[CH:15][CH:14]=3)[N:11]=[C:10]([CH2:19][CH2:20][CH:21]=O)[CH:9]=2)=[CH:4][CH:3]=1.[Cl:23][C:24]1[CH:29]=[CH:28][C:27]([N:30]2[CH2:35][CH2:34][NH:33][CH2:32][CH2:31]2)=[CH:26][CH:25]=1.CCN(C(C)C)C(C)C.[BH-](OC(C)=O)(OC(C)=O)OC(C)=O.[Na+], predict the reaction product. The product is: [Cl:23][C:24]1[CH:25]=[CH:26][C:27]([N:30]2[CH2:35][CH2:34][N:33]([CH2:21][CH2:20][CH2:19][C:10]3[CH:9]=[C:8]([C:5]4[CH:6]=[CH:7][C:2]([F:1])=[CH:3][CH:4]=4)[N:12]([C:13]4[CH:18]=[CH:17][CH:16]=[CH:15][CH:14]=4)[N:11]=3)[CH2:32][CH2:31]2)=[CH:28][CH:29]=1.